This data is from Forward reaction prediction with 1.9M reactions from USPTO patents (1976-2016). The task is: Predict the product of the given reaction. (1) Given the reactants [C:1]1([CH2:7][O:8][C:9]([N:11]2[CH2:16][CH2:15][N:14]([C:17]3[CH:34]=[CH:33][C:20]4[CH2:21][CH2:22][N:23]([C:26](OC(C)(C)C)=O)[CH2:24][CH2:25][C:19]=4[CH:18]=3)[CH2:13][CH2:12]2)=[O:10])[CH:6]=[CH:5][CH:4]=[CH:3][CH:2]=1.FC(F)(F)C(O)=O.[C:42]1(=O)[CH2:46]C[CH2:44][CH2:43]1.C(O)(=O)C.C(O[BH-](OC(=O)C)OC(=O)C)(=O)C.[Na+].Cl.[OH-].[Na+], predict the reaction product. The product is: [CH:26]1([N:23]2[CH2:22][CH2:21][C:20]3[CH:33]=[CH:34][C:17]([N:14]4[CH2:15][CH2:16][N:11]([C:9]([O:8][CH2:7][C:1]5[CH:6]=[CH:5][CH:4]=[CH:3][CH:2]=5)=[O:10])[CH2:12][CH2:13]4)=[CH:18][C:19]=3[CH2:25][CH2:24]2)[CH2:44][CH2:43][CH2:42][CH2:46]1. (2) Given the reactants [Br:1][C:2]1[CH:3]=[C:4]2[C:9](=[CH:10][CH:11]=1)[N:8]=[C:7]([O:12][CH3:13])[C:6]([CH3:14])=[C:5]2[Cl:15].[Br:16]N1C(=O)CCC1=O.N(C1(C#N)CCCCC1C#N)=NC1(C#N)CCCCC1C#N, predict the reaction product. The product is: [Br:1][C:2]1[CH:3]=[C:4]2[C:9](=[CH:10][CH:11]=1)[N:8]=[C:7]([O:12][CH3:13])[C:6]([CH2:14][Br:16])=[C:5]2[Cl:15].